This data is from Full USPTO retrosynthesis dataset with 1.9M reactions from patents (1976-2016). The task is: Predict the reactants needed to synthesize the given product. (1) Given the product [N:18]1[NH:26][N:27]=[N:28][C:17]=1[C:14]1[CH:13]=[N:12][C:11]([C:9]2[N:8]=[N:7][N:6]([CH2:5][C:4]3[CH:19]=[C:20]([Cl:23])[C:21]([Cl:22])=[C:2]([Cl:1])[CH:3]=3)[CH:10]=2)=[N:16][CH:15]=1, predict the reactants needed to synthesize it. The reactants are: [Cl:1][C:2]1[CH:3]=[C:4]([CH:19]=[C:20]([Cl:23])[C:21]=1[Cl:22])[CH2:5][N:6]1[CH:10]=[C:9]([C:11]2[N:16]=[CH:15][C:14]([C:17]#[N:18])=[CH:13][N:12]=2)[N:8]=[N:7]1.[Cl-].[NH4+].[N-:26]=[N+:27]=[N-:28].[Na+].[OH-].[Na+]. (2) Given the product [CH3:31][O:24][C:22]([C:8]1[CH:7]=[CH:6][C:5]2[C:10](=[CH:11][CH:12]=[C:13]([N:25]3[CH2:30][CH2:29][CH2:28][CH2:27][CH2:26]3)[C:4]=2[N+:1]([O-:3])=[O:2])[CH:9]=1)=[O:23], predict the reactants needed to synthesize it. The reactants are: [N+:1]([C:4]1[C:13](OS(C(F)(F)F)(=O)=O)=[CH:12][CH:11]=[C:10]2[C:5]=1[CH:6]=[CH:7][C:8]([C:22]([OH:24])=[O:23])=[CH:9]2)([O-:3])=[O:2].[NH:25]1[CH2:30][CH2:29][CH2:28][CH2:27][CH2:26]1.[C:31](#N)C. (3) Given the product [F:35][C:19]1([F:18])[C:27]2[C:22](=[CH:23][CH:24]=[CH:25][CH:26]=2)[N:21]([CH:28]2[CH2:29][CH2:30][N:31]([C:15](=[O:17])[CH2:14][CH2:13][CH2:12][C:4]3[NH:3][C:2](=[O:1])[C:11]4[C:6](=[CH:7][CH:8]=[CH:9][CH:10]=4)[N:5]=3)[CH2:32][CH2:33]2)[C:20]1=[O:34], predict the reactants needed to synthesize it. The reactants are: [O:1]=[C:2]1[C:11]2[C:6](=[CH:7][CH:8]=[CH:9][CH:10]=2)[N:5]=[C:4]([CH2:12][CH2:13][CH2:14][C:15]([OH:17])=O)[NH:3]1.[F:18][C:19]1([F:35])[C:27]2[C:22](=[CH:23][CH:24]=[CH:25][CH:26]=2)[N:21]([CH:28]2[CH2:33][CH2:32][NH:31][CH2:30][CH2:29]2)[C:20]1=[O:34]. (4) Given the product [CH2:21]([O:23][P:24]([C:29]1[CH:34]=[C:33]([Cl:35])[CH:32]=[CH:31][C:30]=1[O:36][CH2:2][C:3]([N:5]1[CH2:10][C@H:9]([CH3:11])[N:8]([CH2:12][C:13]2[CH:18]=[CH:17][C:16]([F:19])=[CH:15][CH:14]=2)[CH2:7][C@H:6]1[CH3:20])=[O:4])(=[O:28])[O:25][CH2:26][CH3:27])[CH3:22], predict the reactants needed to synthesize it. The reactants are: Cl[CH2:2][C:3]([N:5]1[CH2:10][C@H:9]([CH3:11])[N:8]([CH2:12][C:13]2[CH:18]=[CH:17][C:16]([F:19])=[CH:15][CH:14]=2)[CH2:7][C@H:6]1[CH3:20])=[O:4].[CH2:21]([O:23][P:24]([C:29]1[CH:34]=[C:33]([Cl:35])[CH:32]=[CH:31][C:30]=1[OH:36])(=[O:28])[O:25][CH2:26][CH3:27])[CH3:22].C(=O)([O-])[O-].[K+].[K+].[I-].[K+].